From a dataset of Full USPTO retrosynthesis dataset with 1.9M reactions from patents (1976-2016). Predict the reactants needed to synthesize the given product. (1) Given the product [NH2:6][C:7]1[C:16]([O:17][CH3:18])=[N:15][C:14]2[C:9](=[CH:10][CH:11]=[C:12]([F:19])[CH:13]=2)[N:8]=1, predict the reactants needed to synthesize it. The reactants are: COC1C=C(OC)C=CC=1C[NH:6][C:7]1[C:16]([O:17][CH3:18])=[N:15][C:14]2[C:9](=[CH:10][CH:11]=[C:12]([F:19])[CH:13]=2)[N:8]=1.FC(F)(F)C(O)=O. (2) Given the product [F:9][C:10]1[CH:15]=[C:14]([N+:16]([O-:18])=[O:17])[CH:13]=[CH:12][C:11]=1[O:19][C:3]1[CH:8]=[CH:7][N:6]=[CH:5][CH:4]=1, predict the reactants needed to synthesize it. The reactants are: Cl.Cl[C:3]1[CH:8]=[CH:7][N:6]=[CH:5][CH:4]=1.[F:9][C:10]1[CH:15]=[C:14]([N+:16]([O-:18])=[O:17])[CH:13]=[CH:12][C:11]=1[OH:19].C(=O)([O-])[O-].[K+].[K+].